Task: Predict the product of the given reaction.. Dataset: Forward reaction prediction with 1.9M reactions from USPTO patents (1976-2016) Given the reactants Br[CH2:2][C:3]1[O:7][N:6]=[C:5]([O:8][CH3:9])[CH:4]=1.NC(N)=S.C[S:15]([C:18]1[CH2:22][C:21]([CH3:24])([CH3:23])[O:20][N:19]=1)(=O)=O.C(=O)([O-])[O-].[K+].[K+], predict the reaction product. The product is: [CH3:23][C:21]1([CH3:24])[O:20][N:19]=[C:18]([S:15][CH2:2][C:3]2[O:7][N:6]=[C:5]([O:8][CH3:9])[CH:4]=2)[CH2:22]1.